From a dataset of Full USPTO retrosynthesis dataset with 1.9M reactions from patents (1976-2016). Predict the reactants needed to synthesize the given product. (1) Given the product [CH2:1]([O:8][C:9](=[O:48])[NH:10][CH2:11][C:12](=[O:47])[NH:13][C:14]1[C:23]2=[CH:24][N:25]([CH:27]3[C:28]([OH:45])([CH3:44])[CH:29]([OH:30])[CH:34]([CH2:33][OH:32])[O:35]3)[N:26]=[C:21]3[C:22]2=[C:16]([C:17](=[O:46])[NH:18][N:19]=[CH:20]3)[CH:15]=1)[C:2]1[CH:7]=[CH:6][CH:5]=[CH:4][CH:3]=1, predict the reactants needed to synthesize it. The reactants are: [CH2:1]([O:8][C:9](=[O:48])[NH:10][CH2:11][C:12](=[O:47])[NH:13][C:14]1[C:23]2=[CH:24][N:25]([CH:27]3[O:35][CH:34]4[CH:29]([O:30][Si](C(C)(C)C)(C(C)(C)C)[O:32][CH2:33]4)[C:28]3([OH:45])[CH3:44])[N:26]=[C:21]3[C:22]2=[C:16]([C:17](=[O:46])[NH:18][N:19]=[CH:20]3)[CH:15]=1)[C:2]1[CH:7]=[CH:6][CH:5]=[CH:4][CH:3]=1. (2) Given the product [N:20]1([CH2:19][C:16]2[CH:17]=[CH:18][C:13]([CH2:12][N:10]3[CH:11]=[C:3]4[C:4]([N:5]=[C:6]([Cl:8])[N:7]=[C:2]4[NH:51][CH2:50][C:49]4[C:44]([Cl:43])=[CH:45][CH:46]=[C:47]([O:53][CH3:54])[C:48]=4[F:52])=[N:9]3)=[CH:14][CH:15]=2)[CH:24]=[CH:23][CH:22]=[N:21]1, predict the reactants needed to synthesize it. The reactants are: Cl[C:2]1[C:3]2[C:4](=[N:9][N:10]([CH2:12][C:13]3[CH:18]=[CH:17][C:16]([CH2:19][N:20]4[CH:24]=[CH:23][CH:22]=[N:21]4)=[CH:15][CH:14]=3)[CH:11]=2)[N:5]=[C:6]([Cl:8])[N:7]=1.CCN(C(C)C)C(C)C.C(N(C(C)C)C(C)C)C.[Cl:43][C:44]1[C:49]([CH2:50][NH2:51])=[C:48]([F:52])[C:47]([O:53][CH3:54])=[CH:46][CH:45]=1. (3) Given the product [CH:16]1([NH:19][C:2]2[N:7]3[N:8]=[C:9]([NH2:11])[N:10]=[C:6]3[CH:5]=[C:4]([C:12]([F:15])([F:14])[F:13])[CH:3]=2)[CH2:18][CH2:17]1, predict the reactants needed to synthesize it. The reactants are: Cl[C:2]1[N:7]2[N:8]=[C:9]([NH2:11])[N:10]=[C:6]2[CH:5]=[C:4]([C:12]([F:15])([F:14])[F:13])[CH:3]=1.[CH:16]1([NH2:19])[CH2:18][CH2:17]1.C(N(C(C)C)C(C)C)C. (4) Given the product [CH3:1][O:2][C:3](=[O:21])[C:4]1[CH:9]=[C:8]([CH:10]([O:12][CH3:22])[CH3:11])[C:7]([C:13]([F:16])([F:15])[F:14])=[CH:6][C:5]=1[NH2:17], predict the reactants needed to synthesize it. The reactants are: [CH3:1][O:2][C:3](=[O:21])[C:4]1[CH:9]=[C:8]([CH:10]([OH:12])[CH3:11])[C:7]([C:13]([F:16])([F:15])[F:14])=[CH:6][C:5]=1[NH:17]C(=O)C.[CH3:22]CN(CC)CC.CS(Cl)(=O)=O. (5) Given the product [Cl:5][C:6]1[CH:7]=[C:8]([CH:16]([CH2:26][CH:27]2[CH2:32][CH2:31][C:30](=[N:4][O:2][CH3:3])[CH2:29][CH2:28]2)[C:17]([NH:19][C:20]2[CH:25]=[N:24][CH:23]=[CH:22][N:21]=2)=[O:18])[CH:9]=[CH:10][C:11]=1[S:12]([CH3:15])(=[O:13])=[O:14], predict the reactants needed to synthesize it. The reactants are: Cl.[O:2]([NH2:4])[CH3:3].[Cl:5][C:6]1[CH:7]=[C:8]([CH:16]([CH2:26][CH:27]2[CH2:32][CH2:31][C:30](=O)[CH2:29][CH2:28]2)[C:17]([NH:19][C:20]2[CH:25]=[N:24][CH:23]=[CH:22][N:21]=2)=[O:18])[CH:9]=[CH:10][C:11]=1[S:12]([CH3:15])(=[O:14])=[O:13]. (6) Given the product [CH2:23]([O:24][C:8]1[C:7]2[C:3](=[N:4][O:5][N:6]=2)[C:2]([N+:11]([O-:13])=[O:12])=[CH:1][CH:9]=1)[CH3:22], predict the reactants needed to synthesize it. The reactants are: [CH:1]1[CH:9]=[C:8](Cl)[C:7]2[C:3](=[N:4][O:5][N:6]=2)[C:2]=1[N+:11]([O-:13])=[O:12].P([O-])([O-])([O-])=O.[Na+].[Na+].[Na+].[CH2:22](O)[CH2:23][OH:24].[OH-].[Na+].[NH4+].[Cl-].